The task is: Predict the reaction yield, written as a fraction of the theoretical maximum amount of product (1.0 means a 100% yield; for example, 0.34 means a 34% yield).. This data is from Reaction yield outcomes from USPTO patents with 853,638 reactions. (1) No catalyst specified. The product is [CH:52]1([C:9]2[NH:8][C:12]3=[N:13][CH:14]=[C:15]([C:17]4[CH:22]=[CH:21][C:20]([O:23][CH3:24])=[C:19]([NH:25][S:26]([CH3:29])(=[O:28])=[O:27])[CH:18]=4)[CH:16]=[C:11]3[C:10]=2[C:37]2[C:38]([CH3:51])=[N:39][N:40]([CH2:43][C:44]3[CH:49]=[CH:48][CH:47]=[C:46]([F:50])[CH:45]=3)[C:41]=2[CH3:42])[CH2:54][CH2:53]1. The reactants are C(OC([N:8]1[C:12]2=[N:13][CH:14]=[C:15]([C:17]3[CH:22]=[CH:21][C:20]([O:23][CH3:24])=[C:19]([N:25](C(OC(C)(C)C)=O)[S:26]([CH3:29])(=[O:28])=[O:27])[CH:18]=3)[CH:16]=[C:11]2[C:10]([C:37]2[C:38]([CH3:51])=[N:39][N:40]([CH2:43][C:44]3[CH:49]=[CH:48][CH:47]=[C:46]([F:50])[CH:45]=3)[C:41]=2[CH3:42])=[C:9]1[CH:52]1[CH2:54][CH2:53]1)=O)(C)(C)C.CO.Cl. The yield is 0.0818. (2) The reactants are [N:1]1[C:9]2[C:4](=[N:5][CH:6]=[CH:7][C:8]=2[C:10]([OH:12])=[O:11])[NH:3][CH:2]=1.OS(O)(=O)=O.[CH3:18]O. No catalyst specified. The product is [N:1]1[C:9]2[C:4](=[N:5][CH:6]=[CH:7][C:8]=2[C:10]([O:12][CH3:18])=[O:11])[NH:3][CH:2]=1. The yield is 0.800. (3) The reactants are [CH2:1]([N:5]([CH2:15][CH2:16][CH2:17][CH3:18])[C:6]([C:8]1[C:12]([Cl:13])=[C:11]([CH3:14])[NH:10][N:9]=1)=[O:7])[CH2:2][CH2:3][CH3:4].F[C:20]1[CH:27]=[CH:26][C:25]([O:28][CH3:29])=[CH:24][C:21]=1[C:22]#[N:23].C(=O)([O-])[O-].[Cs+].[Cs+]. The catalyst is CN(C)C=O. The product is [CH2:1]([N:5]([CH2:15][CH2:16][CH2:17][CH3:18])[C:6]([C:8]1[C:12]([Cl:13])=[C:11]([CH3:14])[N:10]([C:20]2[CH:27]=[CH:26][C:25]([O:28][CH3:29])=[CH:24][C:21]=2[C:22]#[N:23])[N:9]=1)=[O:7])[CH2:2][CH2:3][CH3:4]. The yield is 0.590. (4) The reactants are N[C:2]1[C:10]([O:11]C)=[CH:9][CH:8]=[CH:7][C:3]=1C(O)=O.[CH3:13][Mg]Br.[N].[Cl-].[NH4+].[C:19]([N:26]1[CH:30]=[CH:29]N=C1)(N1C=CN=C1)=[O:20].C1C[O:34][CH2:33]C1. The catalyst is C(OCC)(=O)C. The product is [CH3:33][O:34][C:29]1[C:30]2[NH:26][C:19](=[O:20])[O:11][C:10]([CH3:2])([CH3:13])[C:9]=2[CH:8]=[CH:7][CH:3]=1. The yield is 0.560. (5) The reactants are [F:1][C:2]1[CH:7]=[CH:6][C:5]([C:8]([CH3:14])([CH3:13])[C:9](OC)=[O:10])=[CH:4][CH:3]=1.[H-].[Al+3].[Li+].[H-].[H-].[H-].[OH-].[Na+]. The catalyst is C1COCC1.O. The product is [F:1][C:2]1[CH:3]=[CH:4][C:5]([C:8]([CH3:14])([CH3:13])[CH2:9][OH:10])=[CH:6][CH:7]=1. The yield is 0.800. (6) The reactants are [CH3:1][N:2]([CH3:22])[C:3]1[CH:8]=[CH:7][C:6]([C:9]2[N:18]=[C:17]([C:19]([OH:21])=O)[C:16]3[C:11](=[CH:12][CH:13]=[CH:14][CH:15]=3)[N:10]=2)=[CH:5][CH:4]=1.Cl.[OH:24][C:25]1[C:34]([CH3:35])=[CH:33][CH:32]=[C:31]2[C:26]=1[CH2:27][CH2:28][NH:29][CH2:30]2. No catalyst specified. The product is [CH3:1][N:2]([CH3:22])[C:3]1[CH:4]=[CH:5][C:6]([C:9]2[N:18]=[C:17]([C:19]([N:29]3[CH2:28][CH2:27][C:26]4[C:31](=[CH:32][CH:33]=[C:34]([CH3:35])[C:25]=4[OH:24])[CH2:30]3)=[O:21])[C:16]3[C:11](=[CH:12][CH:13]=[CH:14][CH:15]=3)[N:10]=2)=[CH:7][CH:8]=1. The yield is 0.390. (7) The reactants are [OH:1][C:2]1[C:7](=[O:8])[N:6]([CH3:9])[C:5]([S:10][CH3:11])=[N:4][C:3]=1[C:12]([O:14][CH3:15])=[O:13].C(=O)([O-])[O-].[K+].[K+].CN(C=O)C.[CH2:27](Br)[C:28]1[CH:33]=[CH:32][CH:31]=[CH:30][CH:29]=1. The catalyst is CCOC(C)=O. The product is [CH3:15][O:14][C:12]([C:3]1[N:4]=[C:5]([S:10][CH3:11])[N:6]([CH3:9])[C:7](=[O:8])[C:2]=1[O:1][CH2:27][C:28]1[CH:33]=[CH:32][CH:31]=[CH:30][CH:29]=1)=[O:13]. The yield is 0.180. (8) The yield is 0.920. The reactants are [CH3:1][C:2]1[C:10]2[C:5](=[N:6][CH:7]=[C:8]([N+:11]([O-])=O)[CH:9]=2)[NH:4][N:3]=1. The catalyst is [Pd].CCO. The product is [CH3:1][C:2]1[C:10]2[C:5](=[N:6][CH:7]=[C:8]([NH2:11])[CH:9]=2)[NH:4][N:3]=1. (9) The reactants are C([O:4][CH2:5][C:6]1[C:11](B2OC(C)(C)C(C)(C)O2)=[CH:10][CH:9]=[CH:8][C:7]=1[N:21]1[N:30]=[CH:29][C:28]2[C:23](=[C:24]([F:35])[CH:25]=[C:26]([C:31]([CH3:34])([CH3:33])[CH3:32])[CH:27]=2)[C:22]1=[O:36])(=O)C.Cl[C:38]1[CH:39]=[C:40]([NH:46][C:47]2[CH:52]=[CH:51][C:50]([N:53]3[CH2:58][CH2:57][N:56]([CH3:59])[CH2:55][CH2:54]3)=[CH:49][N:48]=2)[C:41](=[O:45])[N:42]([CH3:44])[N:43]=1.P([O-])([O-])([O-])=O.[K+].[K+].[K+].C1(P(C2CCCCC2)C2C=CC=CC=2C2C(C(C)C)=CC(C(C)C)=CC=2C(C)C)CCCCC1.[Cl-].[NH4+]. The catalyst is C(O)CCC.O. The product is [C:31]([C:26]1[CH:27]=[C:28]2[C:23](=[C:24]([F:35])[CH:25]=1)[C:22](=[O:36])[N:21]([C:7]1[CH:8]=[CH:9][CH:10]=[C:11]([C:38]3[CH:39]=[C:40]([NH:46][C:47]4[CH:52]=[CH:51][C:50]([N:53]5[CH2:54][CH2:55][N:56]([CH3:59])[CH2:57][CH2:58]5)=[CH:49][N:48]=4)[C:41](=[O:45])[N:42]([CH3:44])[N:43]=3)[C:6]=1[CH2:5][OH:4])[N:30]=[CH:29]2)([CH3:34])([CH3:32])[CH3:33]. The yield is 0.240. (10) The reactants are [CH2:1]([O:3][C:4]1[CH:9]=[CH:8][C:7]([C:10]2[C:18](C(O)=O)=[C:17]3[N:12]([N:13]=[CH:14][CH:15]=[CH:16]3)[N:11]=2)=[CH:6][CH:5]=1)[CH3:2].[I:22]N1C(=O)CCC1=O.C(=O)(O)[O-].[Na+]. The catalyst is CN(C=O)C. The product is [CH2:1]([O:3][C:4]1[CH:9]=[CH:8][C:7]([C:10]2[C:18]([I:22])=[C:17]3[N:12]([N:13]=[CH:14][CH:15]=[CH:16]3)[N:11]=2)=[CH:6][CH:5]=1)[CH3:2]. The yield is 0.470.